Dataset: Reaction yield outcomes from USPTO patents with 853,638 reactions. Task: Predict the reaction yield, written as a fraction of the theoretical maximum amount of product (1.0 means a 100% yield; for example, 0.34 means a 34% yield). (1) The reactants are [CH3:1][O:2][CH2:3][O:4][CH2:5][C:6]1[N:7]=[C:8]([C:13]2[CH:18]=[CH:17][CH:16]=[CH:15][CH:14]=2)[O:9][C:10]=1[CH:11]=O.[Cl-].C([O:27][C:28]1[CH:53]=[CH:52][C:31]([CH2:32][P+](C2C=CC=CC=2)(C2C=CC=CC=2)C2C=CC=CC=2)=[CH:30][CH:29]=1)C1C=CC=CC=1.C(=O)([O-])[O-].[K+].[K+].CN(C)C=O. The catalyst is O. The product is [OH:27][C:28]1[CH:53]=[CH:52][C:31]([CH2:32][CH2:11][C:10]2[O:9][C:8]([C:13]3[CH:14]=[CH:15][CH:16]=[CH:17][CH:18]=3)=[N:7][C:6]=2[CH2:5][O:4][CH2:3][O:2][CH3:1])=[CH:30][CH:29]=1. The yield is 0.790. (2) The product is [NH2:25][CH2:24][CH2:23][S:22][C:21]1[C:16]2[N:17]([C:13]([C:10]3[CH:9]=[CH:8][C:7]([C:5]([NH:4][CH:1]4[CH2:2][CH2:3]4)=[O:6])=[CH:12][CH:11]=3)=[CH:14][N:15]=2)[CH:18]=[C:19]([C:33]2[CH:34]=[CH:35][CH:36]=[CH:37][CH:38]=2)[N:20]=1. The yield is 0.790. The reactants are [CH:1]1([NH:4][C:5]([C:7]2[CH:12]=[CH:11][C:10]([C:13]3[N:17]4[CH:18]=[C:19]([C:33]5[CH:38]=[CH:37][CH:36]=[CH:35][CH:34]=5)[N:20]=[C:21]([S:22][CH2:23][CH2:24][NH:25]C(=O)OC(C)(C)C)[C:16]4=[N:15][CH:14]=3)=[CH:9][CH:8]=2)=[O:6])[CH2:3][CH2:2]1.FC(F)(F)C(O)=O. The catalyst is ClCCl. (3) The reactants are [C:1]1(B(O)O)[CH:6]=[CH:5][CH:4]=[CH:3][CH:2]=1.Br[C:11]1[CH:20]=[CH:19][C:18]2[C:13](=[CH:14][CH:15]=[C:16]([Br:21])[CH:17]=2)[CH:12]=1.C(COC)OC.C(=O)([O-])[O-].[Na+].[Na+]. The catalyst is C1C=CC([P]([Pd]([P](C2C=CC=CC=2)(C2C=CC=CC=2)C2C=CC=CC=2)([P](C2C=CC=CC=2)(C2C=CC=CC=2)C2C=CC=CC=2)[P](C2C=CC=CC=2)(C2C=CC=CC=2)C2C=CC=CC=2)(C2C=CC=CC=2)C2C=CC=CC=2)=CC=1.O.C1(C)C=CC=CC=1. The product is [Br:21][C:16]1[CH:15]=[CH:14][C:13]2[C:18](=[CH:19][CH:20]=[C:11]([C:1]3[CH:6]=[CH:5][CH:4]=[CH:3][CH:2]=3)[CH:12]=2)[CH:17]=1. The yield is 0.360. (4) The reactants are [Cl:1][C:2]1[CH:3]=[C:4]([N:8]2[C:12]3[C:13](=[O:24])[N:14]([C:17]4[CH:22]=[CH:21][C:20](I)=[CH:19][CH:18]=4)[CH2:15][CH2:16][C:11]=3[C:10]([S:25]([CH3:28])(=[O:27])=[O:26])=[N:9]2)[CH:5]=[CH:6][CH:7]=1.[C:29]1(=[O:35])[NH:34][CH2:33][CH2:32][CH2:31][CH2:30]1.C(=O)([O-])[O-].[K+].[K+].N1C2C(=CC=C3C=2N=CC=C3)C=CC=1.[OH-].[NH4+]. The catalyst is ClCCl. The product is [Cl:1][C:2]1[CH:3]=[C:4]([N:8]2[C:12]3[C:13](=[O:24])[N:14]([C:17]4[CH:22]=[CH:21][C:20]([N:34]5[CH2:33][CH2:32][CH2:31][CH2:30][C:29]5=[O:35])=[CH:19][CH:18]=4)[CH2:15][CH2:16][C:11]=3[C:10]([S:25]([CH3:28])(=[O:27])=[O:26])=[N:9]2)[CH:5]=[CH:6][CH:7]=1. The yield is 0.450. (5) The reactants are [NH2:1][C:2]1[CH:9]=[C:8]([Cl:10])[C:7]([F:11])=[CH:6][C:3]=1[CH:4]=O.N[C:13]([NH2:15])=O.P(Cl)(Cl)([Cl:18])=O. The catalyst is CCOC(C)=O.O. The product is [Cl:18][C:13]1[N:15]=[CH:4][C:3]2[C:2](=[CH:9][C:8]([Cl:10])=[C:7]([F:11])[CH:6]=2)[N:1]=1. The yield is 0.120. (6) The reactants are [Br:1][C:2]1[CH:7]=[CH:6][C:5]([C:8](=[O:20])[CH2:9][C:10]([CH2:17][CH2:18][CH3:19])([C:14]([O-:16])=[O:15])C([O-])=O)=[CH:4][CH:3]=1.[CH3:21][C:22](C)=O.[OH-].[Na+]. The catalyst is C(O)C. The product is [Br:1][C:2]1[CH:3]=[CH:4][C:5]([C:8](=[O:20])[CH2:9][CH:10]([CH2:17][CH2:18][CH3:19])[C:14]([O:16][CH2:21][CH3:22])=[O:15])=[CH:6][CH:7]=1. The yield is 0.200.